Dataset: NCI-60 drug combinations with 297,098 pairs across 59 cell lines. Task: Regression. Given two drug SMILES strings and cell line genomic features, predict the synergy score measuring deviation from expected non-interaction effect. (1) Drug 1: CC1OCC2C(O1)C(C(C(O2)OC3C4COC(=O)C4C(C5=CC6=C(C=C35)OCO6)C7=CC(=C(C(=C7)OC)O)OC)O)O. Drug 2: C1=C(C(=O)NC(=O)N1)F. Cell line: ACHN. Synergy scores: CSS=75.8, Synergy_ZIP=3.87, Synergy_Bliss=4.06, Synergy_Loewe=2.61, Synergy_HSA=10.8. (2) Drug 1: CC(C)(C#N)C1=CC(=CC(=C1)CN2C=NC=N2)C(C)(C)C#N. Cell line: OVCAR3. Synergy scores: CSS=35.1, Synergy_ZIP=-3.05, Synergy_Bliss=-2.66, Synergy_Loewe=-30.2, Synergy_HSA=-6.02. Drug 2: CC=C1C(=O)NC(C(=O)OC2CC(=O)NC(C(=O)NC(CSSCCC=C2)C(=O)N1)C(C)C)C(C)C.